Dataset: Full USPTO retrosynthesis dataset with 1.9M reactions from patents (1976-2016). Task: Predict the reactants needed to synthesize the given product. Given the product [CH3:45][CH:44]([CH3:46])[C@H:35]([NH:34][C:32](=[O:33])[O:31][CH2:30][CH:28]1[C:27]2[CH:26]=[CH:25][CH:24]=[CH:23][C:22]=2[C:21]2[C:29]1=[CH:17][CH:18]=[CH:19][CH:20]=2)[C:36](=[O:37])[NH:38][C@@H:39]([CH3:43])[C:40](=[O:41])[NH:1][C:2]1[CH:7]=[CH:6][C:5]([B:8]2[O:16][C:13]([CH3:15])([CH3:14])[C:10]([CH3:11])([CH3:12])[O:9]2)=[CH:4][CH:3]=1, predict the reactants needed to synthesize it. The reactants are: [NH2:1][C:2]1[CH:7]=[CH:6][C:5]([B:8]2[O:16][C:13]([CH3:15])([CH3:14])[C:10]([CH3:12])([CH3:11])[O:9]2)=[CH:4][CH:3]=1.[CH:17]1[C:29]2[CH:28]([CH2:30][O:31][C:32]([NH:34][C@H:35]([CH:44]([CH3:46])[CH3:45])[C:36]([NH:38][C@H:39]([CH3:43])[C:40](O)=[O:41])=[O:37])=[O:33])[C:27]3[C:22](=[CH:23][CH:24]=[CH:25][CH:26]=3)[C:21]=2[CH:20]=[CH:19][CH:18]=1.C1CCC(N=C=NC2CCCCC2)CC1.